Dataset: Catalyst prediction with 721,799 reactions and 888 catalyst types from USPTO. Task: Predict which catalyst facilitates the given reaction. (1) Reactant: [CH:1]1[C:13]2[CH:12]([CH2:14][O:15][C:16]([NH:18][C@@H:19]3[C:30](=[O:31])[O:29][C@H:28]([C:32]4[CH:37]=[CH:36][CH:35]=[CH:34][CH:33]=4)[CH2:27][NH:26][C:25](=[O:38])[C@H:24]([CH2:39][C:40](OC(C)(C)C)=[O:41])[CH2:23][CH:22]=[CH:21][CH2:20]3)=[O:17])[C:11]3[C:6](=[CH:7][CH:8]=[CH:9][CH:10]=3)[C:5]=2[CH:4]=[CH:3][CH:2]=1.C([SiH](CC)CC)C.FC(F)(F)C(O)=O.[Cl:61][C:62]1[CH:69]=[CH:68][C:65]([CH2:66][NH2:67])=[CH:64][CH:63]=1. Product: [Cl:61][C:62]1[CH:69]=[CH:68][C:65]([CH2:66][NH:67][C:40](=[O:41])[CH2:39][C@@H:24]2[CH2:23][CH:22]=[CH:21][CH2:20][C@H:19]([NH:18][C:16](=[O:17])[O:15][CH2:14][CH:12]3[C:11]4[CH:10]=[CH:9][CH:8]=[CH:7][C:6]=4[C:5]4[C:13]3=[CH:1][CH:2]=[CH:3][CH:4]=4)[C:30](=[O:31])[O:29][C@H:28]([C:32]3[CH:33]=[CH:34][CH:35]=[CH:36][CH:37]=3)[CH2:27][NH:26][C:25]2=[O:38])=[CH:64][CH:63]=1. The catalyst class is: 85. (2) Product: [C:1]1([S:7]([N:10]2[C:18]3[CH:17]=[CH:16][N+:15]([O-:27])=[CH:14][C:13]=3[CH:12]=[CH:11]2)(=[O:9])=[O:8])[CH:2]=[CH:3][CH:4]=[CH:5][CH:6]=1. The catalyst class is: 12. Reactant: [C:1]1([S:7]([N:10]2[C:18]3[CH:17]=[CH:16][N:15]=[CH:14][C:13]=3[CH:12]=[CH:11]2)(=[O:9])=[O:8])[CH:6]=[CH:5][CH:4]=[CH:3][CH:2]=1.C1C=C(Cl)C=C(C(OO)=[O:27])C=1. (3) Reactant: Cl.[CH3:2][N:3]1[CH2:27][CH2:26][C@:5]2([N:9]=[C:8]([C:10]3[N:15]=[C:14]([C:16]4[CH:21]=[CH:20][C:19]([C:22]([F:25])([F:24])[F:23])=[CH:18][CH:17]=4)[CH:13]=[CH:12][N:11]=3)[CH2:7][CH2:6]2)[C:4]1=[O:28].C(O[BH-](OC(=O)C)OC(=O)C)(=O)C.[Na+]. Product: [CH3:2][N:3]1[CH2:27][CH2:26][C@:5]2([NH:9][C@@H:8]([C:10]3[N:15]=[C:14]([C:16]4[CH:17]=[CH:18][C:19]([C:22]([F:25])([F:24])[F:23])=[CH:20][CH:21]=4)[CH:13]=[CH:12][N:11]=3)[CH2:7][CH2:6]2)[C:4]1=[O:28]. The catalyst class is: 2. (4) Reactant: [CH3:1][O:2][C:3]1[CH:4]=[C:5]2[C:10](=[CH:11][CH:12]=1)[CH:9]=[C:8]([OH:13])[CH:7]=[CH:6]2.C([SiH]([CH2:19][CH3:20])CC)C.F[C:22](F)(F)C(O)=O. Product: [CH:19]([C:7]1[C:8]([OH:13])=[CH:9][C:10]2[C:5]([CH:6]=1)=[CH:4][C:3]([O:2][CH3:1])=[CH:12][CH:11]=2)([CH3:20])[CH3:22]. The catalyst class is: 4. (5) Reactant: [N:1]1([CH2:6][C:7]([C:19]2[S:20][CH:21]=[CH:22][N:23]=2)=[CH:8][C:9]2[CH:10]=[C:11]([CH:16]=[CH:17][CH:18]=2)[C:12]([O:14]C)=[O:13])[CH:5]=[CH:4][N:3]=[CH:2]1.[OH-].[Na+]. Product: [N:1]1([CH2:6][C:7]([C:19]2[S:20][CH:21]=[CH:22][N:23]=2)=[CH:8][C:9]2[CH:10]=[C:11]([CH:16]=[CH:17][CH:18]=2)[C:12]([OH:14])=[O:13])[CH:5]=[CH:4][N:3]=[CH:2]1. The catalyst class is: 5. (6) Reactant: C([N:8]1[CH2:12][C@H:11]2[C:13]3[CH:14]=[C:15]([Cl:21])[CH:16]=[CH:17][C:18]=3[CH2:19][O:20][C@H:10]2[CH2:9]1)C1C=CC=CC=1.ClC(OC(Cl)C)=O.CO.C([O-])(O)=O.[Na+]. Product: [Cl:21][C:15]1[CH:16]=[CH:17][C:18]2[CH2:19][O:20][C@@H:10]3[C@H:11]([C:13]=2[CH:14]=1)[CH2:12][NH:8][CH2:9]3. The catalyst class is: 11. (7) The catalyst class is: 99. Reactant: [CH3:1][N:2]([CH3:23])[CH2:3][CH:4]([NH:6][C:7]1[CH:19]=[CH:18][C:10]([C:11]([N:13]([CH2:16][CH3:17])[CH2:14][CH3:15])=[O:12])=[CH:9][C:8]=1[N+:20]([O-])=O)[CH3:5]. Product: [NH2:20][C:8]1[CH:9]=[C:10]([CH:18]=[CH:19][C:7]=1[NH:6][CH:4]([CH3:5])[CH2:3][N:2]([CH3:1])[CH3:23])[C:11]([N:13]([CH2:16][CH3:17])[CH2:14][CH3:15])=[O:12]. (8) Reactant: [NH2:1][C:2]1[CH:7]=[CH:6][C:5]([S:8]([N:11]([CH:45]([CH3:47])[CH3:46])[C@@H:12]([CH2:18][CH2:19][CH2:20][C@@H:21]([NH:23][C:24](=[O:44])[C@@H:25]([NH:39][C:40]([O:42][CH3:43])=[O:41])[CH:26]([C:33]2[CH:38]=[CH:37][CH:36]=[CH:35][CH:34]=2)[C:27]2[CH:32]=[CH:31][CH:30]=[CH:29][CH:28]=2)[CH3:22])[C:13](OCC)=[O:14])(=[O:10])=[O:9])=[CH:4][CH:3]=1.[Li+].[BH4-]. Product: [CH3:43][O:42][C:40](=[O:41])[NH:39][C@@H:25]([CH:26]([C:27]1[CH:32]=[CH:31][CH:30]=[CH:29][CH:28]=1)[C:33]1[CH:34]=[CH:35][CH:36]=[CH:37][CH:38]=1)[C:24]([NH:23][C@@H:21]([CH3:22])[CH2:20][CH2:19][CH2:18][C@H:12]([N:11]([S:8]([C:5]1[CH:4]=[CH:3][C:2]([NH2:1])=[CH:7][CH:6]=1)(=[O:9])=[O:10])[CH:45]([CH3:47])[CH3:46])[CH2:13][OH:14])=[O:44]. The catalyst class is: 1. (9) Reactant: [Cl:1][C:2]1[CH:3]=[C:4]([C:16]2[CH2:20][CH2:19][CH2:18][C:17]=2[C:21]2[CH:22]=[CH:23][C:24]([CH3:32])=[C:25]([CH:31]=2)[C:26]([O:28][CH2:29][CH3:30])=[O:27])[C:5]([O:8]CC2C=CC=CC=2)=[N:6][CH:7]=1.Br.C(=O)(O)[O-].[Na+].C(OCC)C. Product: [Cl:1][C:2]1[CH:3]=[C:4]([C:16]2[CH2:20][CH2:19][CH2:18][C:17]=2[C:21]2[CH:22]=[CH:23][C:24]([CH3:32])=[C:25]([CH:31]=2)[C:26]([O:28][CH2:29][CH3:30])=[O:27])[C:5](=[O:8])[NH:6][CH:7]=1. The catalyst class is: 15.